This data is from Forward reaction prediction with 1.9M reactions from USPTO patents (1976-2016). The task is: Predict the product of the given reaction. (1) Given the reactants [CH3:1][C:2]1[CH:11]=[C:10]([N:12]2[CH2:16][CH2:15][CH2:14][CH2:13]2)[C:9]2[C:4](=[CH:5][C:6]([OH:17])=[CH:7][CH:8]=2)[N:3]=1.Br[C:19]1[CH:26]=[CH:25][C:22]([C:23]#[N:24])=[CH:21][CH:20]=1, predict the reaction product. The product is: [CH3:1][C:2]1[CH:11]=[C:10]([N:12]2[CH2:16][CH2:15][CH2:14][CH2:13]2)[C:9]2[C:4](=[CH:5][C:6]([O:17][C:19]3[CH:26]=[CH:25][C:22]([C:23]#[N:24])=[CH:21][CH:20]=3)=[CH:7][CH:8]=2)[N:3]=1. (2) Given the reactants [OH:1][CH2:2][CH2:3][C:4]1[CH:11]=[CH:10][C:7]([C:8]#[N:9])=[CH:6][CH:5]=1.CC(OI1(OC(C)=O)(OC(C)=O)OC(=O)C2C=CC=CC1=2)=O.[O-]S([O-])(=S)=O.[Na+].[Na+], predict the reaction product. The product is: [O:1]=[CH:2][CH2:3][C:4]1[CH:11]=[CH:10][C:7]([C:8]#[N:9])=[CH:6][CH:5]=1. (3) Given the reactants [C:1]([O:5][C:6]([N:8]([C:16]([O:18][C:19]([CH3:22])([CH3:21])[CH3:20])=[O:17])[C:9]1[CH:14]=[N:13][CH:12]=[C:11](Br)[N:10]=1)=[O:7])([CH3:4])([CH3:3])[CH3:2].CC([O-])=O.[K+].[CH3:28][C:29]1([CH3:45])[C:33]([CH3:35])([CH3:34])[O:32][B:31]([B:31]2[O:32][C:33]([CH3:35])([CH3:34])[C:29]([CH3:45])([CH3:28])[O:30]2)[O:30]1.CC(C1C=C(C(C)C)C(C2C=CC=CC=2P(C2CCCCC2)C2CCCCC2)=C(C(C)C)C=1)C, predict the reaction product. The product is: [C:1]([O:5][C:6]([N:8]([C:16]([O:18][C:19]([CH3:22])([CH3:21])[CH3:20])=[O:17])[C:9]1[CH:14]=[N:13][CH:12]=[C:11]([B:31]2[O:32][C:33]([CH3:35])([CH3:34])[C:29]([CH3:45])([CH3:28])[O:30]2)[N:10]=1)=[O:7])([CH3:4])([CH3:3])[CH3:2]. (4) Given the reactants Cl[C:2]1[N:7]=[CH:6][C:5]([S:8]([N:11]2[CH2:16][CH2:15][O:14][CH2:13][CH2:12]2)(=[O:10])=[O:9])=[CH:4][CH:3]=1.[C:17]([C:19]1[CH:20]=[C:21]2[C:25](=[CH:26][CH:27]=1)[NH:24][C:23](=[O:28])[CH2:22]2)#[N:18], predict the reaction product. The product is: [OH:28][C:23]1[NH:24][C:25]2[C:21]([C:22]=1[C:2]1[CH:3]=[CH:4][C:5]([S:8]([N:11]3[CH2:16][CH2:15][O:14][CH2:13][CH2:12]3)(=[O:10])=[O:9])=[CH:6][N:7]=1)=[CH:20][C:19]([C:17]#[N:18])=[CH:27][CH:26]=2. (5) Given the reactants F[C:2]1[CH:9]=[CH:8][C:5]([CH:6]=[O:7])=[CH:4][CH:3]=1.[N:10]1([CH:16]2[CH2:21][CH2:20][NH:19][CH2:18][CH2:17]2)[CH2:15][CH2:14][CH2:13][CH2:12][CH2:11]1.C(=O)([O-])[O-].[K+].[K+].O, predict the reaction product. The product is: [N:10]1([CH:16]2[CH2:21][CH2:20][N:19]([C:2]3[CH:9]=[CH:8][C:5]([CH:6]=[O:7])=[CH:4][CH:3]=3)[CH2:18][CH2:17]2)[CH2:15][CH2:14][CH2:13][CH2:12][CH2:11]1. (6) Given the reactants [CH2:1]([S:3]([C:6]1[CH:11]=[CH:10][C:9](F)=[C:8]([F:13])[CH:7]=1)(=[O:5])=[O:4])[CH3:2].[Cl:14][C:15]1[CH:16]=[C:17]([CH2:22][C:23]([OH:25])=[O:24])[CH:18]=[C:19]([OH:21])[CH:20]=1, predict the reaction product. The product is: [Cl:14][C:15]1[CH:16]=[C:17]([CH2:22][C:23]([OH:25])=[O:24])[CH:18]=[C:19]([O:21][C:9]2[CH:10]=[CH:11][C:6]([S:3]([CH2:1][CH3:2])(=[O:5])=[O:4])=[CH:7][C:8]=2[F:13])[CH:20]=1.